Dataset: Forward reaction prediction with 1.9M reactions from USPTO patents (1976-2016). Task: Predict the product of the given reaction. (1) Given the reactants [Cl:1][C:2]1[C:3]([F:22])=[CH:4][CH:5]=[C:6]2[C:11]=1[O:10][C:9]([CH3:13])([CH3:12])[CH2:8][C@H:7]2[NH:14]C(=O)OC(C)(C)C.CO.Cl, predict the reaction product. The product is: [Cl:1][C:2]1[C:3]([F:22])=[CH:4][CH:5]=[C:6]2[C:11]=1[O:10][C:9]([CH3:12])([CH3:13])[CH2:8][C@H:7]2[NH2:14]. (2) Given the reactants [Br:1][CH:2]([CH3:7])[CH2:3][C:4]([OH:6])=[O:5].FC(F)(F)C(OC(=O)C(F)(F)F)=O.[C:21](O)([CH3:24])([CH3:23])[CH3:22], predict the reaction product. The product is: [C:21]([O:5][C:4](=[O:6])[CH2:3][CH:2]([Br:1])[CH3:7])([CH3:24])([CH3:23])[CH3:22].